This data is from Full USPTO retrosynthesis dataset with 1.9M reactions from patents (1976-2016). The task is: Predict the reactants needed to synthesize the given product. (1) Given the product [NH2:1][C:2]1[N:7]=[CH:6][C:5]([C:8]2[CH:16]=[CH:15][C:11]([C:12](=[O:14])[N:31]([CH2:30][CH2:29][O:28][CH3:27])[CH3:32])=[C:10]([F:17])[CH:9]=2)=[CH:4][C:3]=1[C:18]([NH:19][C:20]1[CH:21]=[CH:22][N:23]=[CH:24][CH:25]=1)=[O:26], predict the reactants needed to synthesize it. The reactants are: [NH2:1][C:2]1[N:7]=[CH:6][C:5]([C:8]2[CH:16]=[CH:15][C:11]([C:12]([OH:14])=O)=[C:10]([F:17])[CH:9]=2)=[CH:4][C:3]=1[C:18](=[O:26])[NH:19][C:20]1[CH:25]=[CH:24][N:23]=[CH:22][CH:21]=1.[CH3:27][O:28][CH2:29][CH2:30][NH:31][CH3:32]. (2) Given the product [CH3:18][CH:19]([CH3:35])[C:20]([NH:22][C:23]1[CH:28]=[CH:27][CH:26]=[C:25]([CH:29]2[CH2:34][CH2:33][N:32]([CH2:2][CH2:3][CH2:4][CH2:5][C:6](=[O:7])[C:8]3[CH:13]=[CH:12][C:11]([C:14]([F:17])([F:16])[F:15])=[CH:10][CH:9]=3)[CH2:31][CH2:30]2)[CH:24]=1)=[O:21], predict the reactants needed to synthesize it. The reactants are: Cl[CH2:2][CH2:3][CH2:4][CH2:5][C:6]([C:8]1[CH:13]=[CH:12][C:11]([C:14]([F:17])([F:16])[F:15])=[CH:10][CH:9]=1)=[O:7].[CH3:18][CH:19]([CH3:35])[C:20]([NH:22][C:23]1[CH:28]=[CH:27][CH:26]=[C:25]([CH:29]2[CH2:34][CH2:33][NH:32][CH2:31][CH2:30]2)[CH:24]=1)=[O:21]. (3) Given the product [NH2:13][C:11]1[O:12][C:2]([C:3]([O:5][CH3:6])=[O:4])=[C:7]([CH3:9])[N:10]=1, predict the reactants needed to synthesize it. The reactants are: Cl[CH:2]([C:7]([CH3:9])=O)[C:3]([O:5][CH3:6])=[O:4].[NH2:10][C:11]([NH2:13])=[O:12].